This data is from Forward reaction prediction with 1.9M reactions from USPTO patents (1976-2016). The task is: Predict the product of the given reaction. (1) Given the reactants [N:1]1[N:5]2[CH:6]=[CH:7][C:8]([C:10]([O:12]CC)=[O:11])=[CH:9][C:4]2=[C:3](C(OCC)=O)[CH:2]=1.S(=O)(=O)(O)O.[OH-].[Na+], predict the reaction product. The product is: [N:1]1[N:5]2[CH:6]=[CH:7][C:8]([C:10]([OH:12])=[O:11])=[CH:9][C:4]2=[CH:3][CH:2]=1. (2) Given the reactants [CH3:1][C:2]1[CH:7]=[CH:6][C:5]([C:8]([CH3:10])=[O:9])=[CH:4][C:3]=1Br.[Cu][C:13]#[N:14], predict the reaction product. The product is: [C:8]([C:5]1[CH:6]=[CH:7][C:2]([CH3:1])=[C:3]([CH:4]=1)[C:13]#[N:14])(=[O:9])[CH3:10]. (3) Given the reactants [O-]P([O-])([O-])=O.[K+].[K+].[K+].I[C:10]1[C:18]2[C:13](=[CH:14][CH:15]=[C:16]([C:19]([OH:21])=[O:20])[CH:17]=2)[NH:12][N:11]=1.CC1(C)C(C)(C)OB([C:30]2[CH:31]=[CH:32][C:33]([N:36]3[CH2:41][CH2:40][O:39][CH2:38][CH2:37]3)=[N:34][CH:35]=2)O1.CN(C=O)C, predict the reaction product. The product is: [O:39]1[CH2:40][CH2:41][N:36]([C:33]2[N:34]=[CH:35][C:30]([C:10]3[C:18]4[C:13](=[CH:14][CH:15]=[C:16]([C:19]([OH:21])=[O:20])[CH:17]=4)[NH:12][N:11]=3)=[CH:31][CH:32]=2)[CH2:37][CH2:38]1.